From a dataset of Forward reaction prediction with 1.9M reactions from USPTO patents (1976-2016). Predict the product of the given reaction. (1) Given the reactants [F:1][C:2]1[C:9]([C:10]2[CH:15]=[N:14][CH:13]=[C:12]([NH:16][CH:17]([C:19]3[CH:24]=[CH:23][C:22]([F:25])=[CH:21][CH:20]=3)[CH3:18])[N:11]=2)=[CH:8][CH:7]=[CH:6][C:3]=1[CH:4]=O.[S:26]1[CH2:30][C:29](=[O:31])[NH:28][C:27]1=[O:32].N1CCCCC1, predict the reaction product. The product is: [F:1][C:2]1[C:9]([C:10]2[CH:15]=[N:14][CH:13]=[C:12]([NH:16][CH:17]([C:19]3[CH:20]=[CH:21][C:22]([F:25])=[CH:23][CH:24]=3)[CH3:18])[N:11]=2)=[CH:8][CH:7]=[CH:6][C:3]=1[CH:4]=[C:30]1[S:26][C:27](=[O:32])[NH:28][C:29]1=[O:31]. (2) Given the reactants FC(F)(F)S(O[CH2:7][C:8]([F:16])([F:15])[C:9]1[CH:14]=[CH:13][CH:12]=[CH:11][N:10]=1)(=O)=O.[N-:19]=[N+:20]=[N-:21].[Na+].O, predict the reaction product. The product is: [F:15][C:8]([F:16])([C:9]1[CH:14]=[CH:13][CH:12]=[CH:11][N:10]=1)[CH2:7][N:19]=[N+:20]=[N-:21]. (3) Given the reactants CN(C(ON1N=NC2C=CC=NC1=2)=[N+](C)C)C.F[P-](F)(F)(F)(F)F.C(N(CC)CC)C.[O:32]1[CH2:37][CH2:36][N:35]([C:38]2[N:39]=[CH:40][C:41]3[CH:47]=[C:46]([C:48]([OH:50])=O)[C:45](=[O:51])[NH:44][C:42]=3[N:43]=2)[CH2:34][CH2:33]1.[NH2:52][C:53]1[C:54]([Cl:71])=[CH:55][C:56]([F:70])=[C:57]([CH:69]=1)[C:58]([NH:60][CH2:61][C:62]1[CH:67]=[CH:66][CH:65]=[C:64]([Cl:68])[CH:63]=1)=[O:59], predict the reaction product. The product is: [Cl:71][C:54]1[CH:55]=[C:56]([F:70])[C:57]([C:58](=[O:59])[NH:60][CH2:61][C:62]2[CH:67]=[CH:66][CH:65]=[C:64]([Cl:68])[CH:63]=2)=[CH:69][C:53]=1[NH:52][C:48]([C:46]1[C:45](=[O:51])[NH:44][C:42]2[N:43]=[C:38]([N:35]3[CH2:34][CH2:33][O:32][CH2:37][CH2:36]3)[N:39]=[CH:40][C:41]=2[CH:47]=1)=[O:50]. (4) Given the reactants [C:1]([C:4]1[O:8][C:7]2[CH:9]=[CH:10][CH:11]=[C:12]([O:13][CH3:14])[C:6]=2[CH:5]=1)(=[O:3])[CH3:2].[H-].[Na+].O.[C:18](OCC)(=[O:20])[CH3:19], predict the reaction product. The product is: [CH3:14][O:13][C:12]1[C:6]2[CH:5]=[C:4]([C:1](=[O:3])[CH2:2][C:18](=[O:20])[CH3:19])[O:8][C:7]=2[CH:9]=[CH:10][CH:11]=1. (5) Given the reactants C([O:4][C@@H:5]1[C@@H:10]([O:11]C(=O)C)[C@H:9]([O:15]C(=O)C)[C@@H:8]([O:19][CH3:20])[O:7][C@H:6]1[C:21]1[CH:26]=[CH:25][C:24]([Cl:27])=[C:23]([CH2:28][C:29]2[CH:34]=[CH:33][C:32]([C:35]#[N:36])=[CH:31][CH:30]=2)[CH:22]=1)(=O)C.O.[OH-].[Li+], predict the reaction product. The product is: [Cl:27][C:24]1[CH:25]=[CH:26][C:21]([C@H:6]2[C@H:5]([OH:4])[C@@H:10]([OH:11])[C@H:9]([OH:15])[C@@H:8]([O:19][CH3:20])[O:7]2)=[CH:22][C:23]=1[CH2:28][C:29]1[CH:34]=[CH:33][C:32]([C:35]#[N:36])=[CH:31][CH:30]=1. (6) Given the reactants [OH:1][C:2]([C:4]([F:7])([F:6])[F:5])=[O:3].[O:8]=[S:9]1(=[O:62])[CH2:14][CH2:13][N:12]([CH2:15][CH2:16][NH:17][C@:18]23[CH2:53][CH2:52][C@@H:51]([NH:54][C:55]([N:57]4[CH2:61][CH2:60][CH2:59][CH2:58]4)=[O:56])[C@@H:19]2[C@@H:20]2[C@@:33]([CH3:36])([CH2:34][CH2:35]3)[C@@:32]3([CH3:37])[C@@H:23]([C@:24]4([CH3:50])[C@@H:29]([CH2:30][CH2:31]3)[C:28]([CH3:39])([CH3:38])[C:27]([C:40]3[CH:49]=[CH:48][C:43]([C:44]([O:46]C)=[O:45])=[CH:42][CH:41]=3)=[CH:26][CH2:25]4)[CH2:22][CH2:21]2)[CH2:11][CH2:10]1.O.[OH-].[Li+].O1CCCC1, predict the reaction product. The product is: [O:62]=[S:9]1(=[O:8])[CH2:10][CH2:11][N:12]([CH2:15][CH2:16][NH:17][C@:18]23[CH2:53][CH2:52][C@@H:51]([NH:54][C:55]([N:57]4[CH2:58][CH2:59][CH2:60][CH2:61]4)=[O:56])[C@@H:19]2[C@@H:20]2[C@@:33]([CH3:36])([CH2:34][CH2:35]3)[C@@:32]3([CH3:37])[C@@H:23]([C@:24]4([CH3:50])[C@@H:29]([CH2:30][CH2:31]3)[C:28]([CH3:39])([CH3:38])[C:27]([C:40]3[CH:41]=[CH:42][C:43]([C:44]([OH:46])=[O:45])=[CH:48][CH:49]=3)=[CH:26][CH2:25]4)[CH2:22][CH2:21]2)[CH2:13][CH2:14]1.[C:2]([OH:3])([C:4]([F:7])([F:6])[F:5])=[O:1]. (7) The product is: [CH3:1][C:2]1[CH:3]=[C:4]([C:9](=[O:31])[CH2:10][CH2:11][CH2:12][N:13]2[CH2:14][CH2:15][CH:16]([C:19]3[CH:20]=[C:21]([N:25]([CH3:34])[C:26](=[O:30])[CH:27]([CH3:29])[CH3:28])[CH:22]=[CH:23][CH:24]=3)[CH2:17][CH2:18]2)[CH:5]=[CH:6][C:7]=1[CH3:8]. Given the reactants [CH3:1][C:2]1[CH:3]=[C:4]([C:9](=[O:31])[CH2:10][CH2:11][CH2:12][N:13]2[CH2:18][CH2:17][CH:16]([C:19]3[CH:20]=[C:21]([NH:25][C:26](=[O:30])[CH:27]([CH3:29])[CH3:28])[CH:22]=[CH:23][CH:24]=3)[CH2:15][CH2:14]2)[CH:5]=[CH:6][C:7]=1[CH3:8].CI.[CH3:34]C([O-])(C)C.[Na+].C1COCC1, predict the reaction product. (8) Given the reactants [OH:1][C:2]1[N:3]=[CH:4][C:5]2[C:10]([CH:11]=1)=[CH:9][CH:8]=[CH:7][CH:6]=2.C(=O)([O-])[O-].[Cs+].[Cs+].Cl[C:19]1[C:24]([Cl:25])=[CH:23][C:22]([N+:26]([O-:28])=[O:27])=[CH:21][N:20]=1, predict the reaction product. The product is: [Cl:25][C:24]1[C:19]([O:1][C:2]2[N:3]=[CH:4][C:5]3[C:10]([CH:11]=2)=[CH:9][CH:8]=[CH:7][CH:6]=3)=[N:20][CH:21]=[C:22]([N+:26]([O-:28])=[O:27])[CH:23]=1. (9) Given the reactants [NH2:1][C:2]1[N:7]=[CH:6][N:5]=[C:4]([CH2:8]O)[CH:3]=1.[C:10]1(=[O:20])[C:18]2[C:13](=[CH:14][CH:15]=[CH:16][CH:17]=2)[C:12](=[O:19])[NH:11]1.P(CCCC)(CCCC)CCCC.N(C(OC(C)C)=O)=NC(OC(C)C)=O, predict the reaction product. The product is: [NH2:1][C:2]1[N:7]=[CH:6][N:5]=[C:4]([CH2:8][N:11]2[C:12](=[O:19])[C:13]3[C:18](=[CH:17][CH:16]=[CH:15][CH:14]=3)[C:10]2=[O:20])[CH:3]=1. (10) Given the reactants [CH3:1][C:2]1[C:7]([OH:8])=[C:6]([CH2:9][NH2:10])[C:5]([CH2:11][OH:12])=[CH:4][N:3]=1.Cl.Cl.CCN(CC)CC.CCN=C=NCCCN(C)C.Cl.C1C=CC2N(O)N=NC=2C=1.CC1N=CC(CO)=C(CN)C=1O.[CH3:56][C:57]1[CH2:62][CH2:61][CH2:60][C:59]([CH3:64])([CH3:63])[C:58]=1/[CH:65]=[CH:66]/[C:67](/[CH3:77])=[CH:68]/[CH:69]=[CH:70]/[C:71](/[CH3:76])=[CH:72]/[C:73](O)=[O:74], predict the reaction product. The product is: [OH:8][C:7]1[C:2]([CH3:1])=[N:3][CH:4]=[C:5]([CH2:11][OH:12])[C:6]=1[CH2:9][NH:10][C:73](=[O:74])[CH:72]=[C:71]([CH3:76])[CH:70]=[CH:69][CH:68]=[C:67]([CH3:77])[CH:66]=[CH:65][C:58]1[C:59]([CH3:63])([CH3:64])[CH2:60][CH2:61][CH2:62][C:57]=1[CH3:56].